From a dataset of Full USPTO retrosynthesis dataset with 1.9M reactions from patents (1976-2016). Predict the reactants needed to synthesize the given product. (1) Given the product [C:13]([C:15]1[C@@H:20]([C:21]2[CH:26]=[CH:25][C:24]([C:27]#[N:28])=[CH:23][CH:22]=2)[N:19]2[N:29]=[C:30]([N:32]([S:9]([CH3:8])(=[O:11])=[O:10])[C:33](=[O:42])[O:34][CH2:35][C:36]3[CH:41]=[CH:40][CH:39]=[CH:38][CH:37]=3)[N:31]=[C:18]2[N:17]([C:43]2[CH:48]=[CH:47][CH:46]=[C:45]([C:49]([F:52])([F:51])[F:50])[CH:44]=2)[C:16]=1[CH3:53])#[N:14], predict the reactants needed to synthesize it. The reactants are: C(N(CC)CC)C.[CH3:8][S:9](Cl)(=[O:11])=[O:10].[C:13]([C:15]1[C@@H:20]([C:21]2[CH:26]=[CH:25][C:24]([C:27]#[N:28])=[CH:23][CH:22]=2)[N:19]2[N:29]=[C:30]([NH:32][C:33](=[O:42])[O:34][CH2:35][C:36]3[CH:41]=[CH:40][CH:39]=[CH:38][CH:37]=3)[N:31]=[C:18]2[N:17]([C:43]2[CH:48]=[CH:47][CH:46]=[C:45]([C:49]([F:52])([F:51])[F:50])[CH:44]=2)[C:16]=1[CH3:53])#[N:14]. (2) Given the product [Cl:1][C:2]1[CH:3]=[C:4]2[C:11](=[O:12])[N:13]([CH2:14][CH2:15][C:16]([F:19])([F:18])[F:17])[C:6](=[O:7])[C:5]2=[CH:9][CH:10]=1, predict the reactants needed to synthesize it. The reactants are: [Cl:1][C:2]1[CH:3]=[C:4]([C:11]([NH:13][CH2:14][CH2:15][C:16]([F:19])([F:18])[F:17])=[O:12])[C:5](=[CH:9][CH:10]=1)[C:6](O)=[O:7].C1(C)C=CC(S(O)(=O)=O)=CC=1. (3) Given the product [C:33]1([CH3:43])[CH:34]=[CH:35][C:36]([S:39]([OH:42])(=[O:40])=[O:41])=[CH:37][CH:38]=1.[Cl:1][C:2]1[CH:7]=[C:6]([O:8][C:9]2[C:10]3[NH:17][CH:16]=[CH:15][C:11]=3[N:12]=[CH:13][N:14]=2)[CH:5]=[CH:4][C:3]=1[NH:18][C:19]([NH:21][C:22]1[CH:27]=[CH:26][CH:25]=[C:24]([C:28]([F:30])([F:29])[F:31])[CH:23]=1)=[O:20], predict the reactants needed to synthesize it. The reactants are: [Cl:1][C:2]1[CH:7]=[C:6]([O:8][C:9]2[C:10]3[NH:17][CH:16]=[CH:15][C:11]=3[N:12]=[CH:13][N:14]=2)[CH:5]=[CH:4][C:3]=1[NH:18][C:19]([NH:21][C:22]1[CH:27]=[CH:26][CH:25]=[C:24]([C:28]([F:31])([F:30])[F:29])[CH:23]=1)=[O:20].O.[C:33]1([CH3:43])[CH:38]=[CH:37][C:36]([S:39]([OH:42])(=[O:41])=[O:40])=[CH:35][CH:34]=1. (4) Given the product [N:26]1[C:27]2[C:32](=[CH:31][CH:30]=[CH:29][CH:28]=2)[CH:33]=[CH:34][C:25]=1[NH:2][C:3]1[CH:4]=[C:5]([CH:21]=[CH:22][CH:23]=1)[CH2:6][NH:7][C:8]1[C:17]2[C:12](=[C:13]([C:18]([NH2:20])=[O:19])[CH:14]=[CH:15][CH:16]=2)[N:11]=[CH:10][N:9]=1, predict the reactants needed to synthesize it. The reactants are: Cl.[NH2:2][C:3]1[CH:4]=[C:5]([CH:21]=[CH:22][CH:23]=1)[CH2:6][NH:7][C:8]1[C:17]2[C:12](=[C:13]([C:18]([NH2:20])=[O:19])[CH:14]=[CH:15][CH:16]=2)[N:11]=[CH:10][N:9]=1.Cl[C:25]1[CH:34]=[CH:33][C:32]2[C:27](=[CH:28][CH:29]=[CH:30][CH:31]=2)[N:26]=1. (5) The reactants are: ClC1C=C(C(C2C=CC=C(OC)C=2OC)=O)C(N2C=CC=C2)=NC=1.[Cl:25][C:26]1[CH:31]=[CH:30][C:29]([NH:32][C:33](=[O:39])[O:34][C:35]([CH3:38])([CH3:37])[CH3:36])=[C:28]([CH:40]([C:42]2[C:51]3[O:50][CH2:49][CH2:48][O:47][C:46]=3[CH:45]=[CH:44][CH:43]=2)[OH:41])[CH:27]=1. Given the product [Cl:25][C:26]1[CH:31]=[CH:30][C:29]([NH:32][C:33](=[O:39])[O:34][C:35]([CH3:37])([CH3:36])[CH3:38])=[C:28]([C:40]([C:42]2[C:51]3[O:50][CH2:49][CH2:48][O:47][C:46]=3[CH:45]=[CH:44][CH:43]=2)=[O:41])[CH:27]=1, predict the reactants needed to synthesize it. (6) Given the product [CH3:1][C:2]1([CH2:14][OH:15])[C:7]([CH3:8])=[CH:6][C:5]([C:9]([F:12])([F:11])[F:10])=[CH:4][NH:3]1, predict the reactants needed to synthesize it. The reactants are: [CH3:1][C:2]1[C:7]([CH3:8])=[CH:6][C:5]([C:9]([F:12])([F:11])[F:10])=[CH:4][N+:3]=1[O-].[C:14](OC(C(F)(F)F)=O)(C(F)(F)F)=[O:15].C([O-])([O-])=O.[K+].[K+]. (7) Given the product [CH3:6][N:7]([CH3:11])[CH2:8][C:9]#[C:10][C:12]([OH:14])=[O:13], predict the reactants needed to synthesize it. The reactants are: C([Li])CCC.[CH3:6][N:7]([CH3:11])[CH2:8][C:9]#[CH:10].[C:12](=[O:14])=[O:13].O. (8) Given the product [CH3:27][N:28]([CH3:29])[C:5]([O:25][C:17]1([C:20]([O:22][CH2:23][CH3:24])=[O:21])[CH2:16][CH2:15][C:14]([F:26])([F:13])[CH2:19][CH2:18]1)=[O:11], predict the reactants needed to synthesize it. The reactants are: ClC(Cl)(O[C:5](=[O:11])OC(Cl)(Cl)Cl)Cl.[F:13][C:14]1([F:26])[CH2:19][CH2:18][C:17]([OH:25])([C:20]([O:22][CH2:23][CH3:24])=[O:21])[CH2:16][CH2:15]1.[CH3:27][NH:28][CH3:29]. (9) Given the product [NH:2]1[C:10]2[CH2:9][CH2:8][N:7]([C:16]([O:15][C:11]([CH3:14])([CH3:13])[CH3:12])=[O:17])[CH2:6][C:5]=2[N:4]=[CH:3]1, predict the reactants needed to synthesize it. The reactants are: Cl.[N:2]1[C:10]2[CH2:9][CH2:8][NH:7][CH2:6][C:5]=2[NH:4][CH:3]=1.[C:11]([O:15][C:16](O[C:16]([O:15][C:11]([CH3:14])([CH3:13])[CH3:12])=[O:17])=[O:17])([CH3:14])([CH3:13])[CH3:12].N. (10) Given the product [Br:18][C:19]1[CH:30]=[C:23]([C:24]([C:10]2[C:5]3[CH:4]=[N:3][C:2]([Cl:1])=[N:7][C:6]=3[N:8]([C:12]([CH3:17])([CH3:16])[CH2:13][O:14][CH3:15])[CH:9]=2)=[O:25])[CH:22]=[N:21][CH:20]=1, predict the reactants needed to synthesize it. The reactants are: [Cl:1][C:2]1[N:3]=[CH:4][C:5]2[C:10](I)=[CH:9][N:8]([C:12]([CH3:17])([CH3:16])[CH2:13][O:14][CH3:15])[C:6]=2[N:7]=1.[Br:18][C:19]1[CH:20]=[N:21][CH:22]=[C:23]([CH:30]=1)[C:24](N(OC)C)=[O:25].